This data is from Catalyst prediction with 721,799 reactions and 888 catalyst types from USPTO. The task is: Predict which catalyst facilitates the given reaction. (1) Product: [O:8]1[C:7]2[CH:9]=[CH:10][CH:11]=[CH:12][C:6]=2[O:5][CH2:4][CH:3]1[CH2:2][N:13]1[CH2:18][CH2:17][CH2:16][CH:15]([C:19]2[CH:24]=[CH:23][CH:22]=[CH:21][C:20]=2[OH:25])[CH2:14]1. The catalyst class is: 10. Reactant: Br[CH2:2][CH:3]1[O:8][C:7]2[CH:9]=[CH:10][CH:11]=[CH:12][C:6]=2[O:5][CH2:4]1.[NH:13]1[CH2:18][CH2:17][CH2:16][CH:15]([C:19]2[CH:24]=[CH:23][CH:22]=[CH:21][C:20]=2[OH:25])[CH2:14]1.Br. (2) Reactant: [CH:1]1([C:6]2[NH:14][C:13]3[C:12](SC)=[N:11][C:10](=[O:17])[N:9]([CH2:18][CH2:19][CH3:20])[C:8]=3[N:7]=2)[CH2:5][CH2:4][CH2:3][CH2:2]1.[NH2:21][C@@H:22]([CH2:25][C:26]1[CH:31]=[CH:30][N:29]=[CH:28][CH:27]=1)[CH2:23][OH:24]. Product: [CH:1]1([C:6]2[NH:14][C:13]3[C:12]([NH:21][C@@H:22]([CH2:25][C:26]4[CH:27]=[CH:28][N:29]=[CH:30][CH:31]=4)[CH2:23][OH:24])=[N:11][C:10](=[O:17])[N:9]([CH2:18][CH2:19][CH3:20])[C:8]=3[N:7]=2)[CH2:5][CH2:4][CH2:3][CH2:2]1. The catalyst class is: 17.